This data is from Drug-target binding data from BindingDB using IC50 measurements. The task is: Regression. Given a target protein amino acid sequence and a drug SMILES string, predict the binding affinity score between them. We predict pIC50 (pIC50 = -log10(IC50 in M); higher means more potent). Dataset: bindingdb_ic50. (1) The target protein sequence is MLEICLKLVGCKSKKGLSSSSSCYLEEALQRPVASDFEPQGLSEAARWNSKENLLAGPSENDPNLFVALYDFVASGDNTLSITKGEKLRVLGYNHNGEWCEAQTKNGQGWVPSNYITPVNSLEKHSWYHGPVSRNAAEYLLSSGINGSFLVRESESSPGQRSISLRYEGRVYHYRINTASDGKLYVSSESRFNTLAELVHHHSTVADGLITTLHYPAPKRNKPTVYGVSPNYDKWEMERTDITMKHKLGGGQYGKVYEGVWKKYSLTVAVKTLKEDTMEVEEFLKEAAVMKEIKHPNLVQLLGVCTREPPFYIITEFMTYGNLLDYLRECNRQEVNAVVLLYMATQISSAMEYLEKKNFIHRDLAARNCLVGENHLVKVADFGLSRLMTGDTYTAHAGAKFPIKWTAPESLAYNKFSIKSDVWAFGVLLWEIATYGMSPYPGIDLSQVYELLEKDYRMERPEGCPEKVYELMRACWQWNPSDRPSFAEIHQAFETMFQES.... The drug is Cc1ccc(NC(=O)c2ccc(CN3CCN(C)CC3)cc2)cc1Nc1nccc(-c2cccnc2)n1. The pIC50 is 5.9. (2) The compound is CCn1cc2c(Nc3ccc(OC(F)(F)F)cc3)ncnc2n1. The target protein sequence is MVDPVGFAEAWKAQFPDSEPPRMELRSVGDIEQELERCKASIRRLEQEVNQERFRMIYLQTLLAKEKKSYDRQRWGFRRAAQAPDGASEPRASASRPQPAPADGADPPPAEEPEARPDGEGSPGKARPGTARRPGAAASGERDDRGPPASVAALRSNFERIRKGHGQPGADAEKPFYVNVEFHHERGLVKVNDKEVSDRISSLGSQAMQMERKKSQHGAGSSVGDASRPPYRGRSSESSCGVDGDYEDAELNPRFLKDNLIDANGGSRPPWPPLEYQPYQSIYVGGMMEGEGKGPLLRSQSTSEQEKRLTWPRRSYSPRSFEDCGGGYTPDCSSNENLTSSEEDFSSGQSSRVSPSPTTYRMFRDKSRSPSQNSQQSFDSSSPPTPQCHKRHRHCPVVVSEATIVGVRKTGQIWPNDGEGAFHGDADGSFGTPPGYGCAADRAEEQRRHQDGLPYIDDSPSSSPHLSSKGRGSRDALVSGALESTKASELDLEKGLEMRK.... The pIC50 is 5.0. (3) The small molecule is CCCC(O)(CCC)COc1cccc(C(O)CCN)c1. The target protein (Q28175) has sequence MSSQVEHPAGGYKKLFETVEELSSPLTAHVTGRIPLWLTGSLLRCGPGLFEVGSEPFYHLFDGQALLHKFDFKEGHVTYHRRFIRTDAYVRAMTEKRIVITEFGTCAFPDPCKNIFSRFFSYFRGVEVTDNALVNIYPVGEDYYACTETNFITKVNPETLETIKQVDLCNYVSVNGATAHPHIENDGTVYNIGNCFGKNFSIAYNIVKIPPLQADKEDPISKSEIVVQFPCSDRFKPSYVHSFGLTPNYIVFVETPVKINLFKFLSSWSLWGANYMDCFESNETMGVWLHIADKKRKKYINNKYRTSPFNLFHHINTYEDHEFLIVDLCCWKGFEFVYNYSYLANLRENWEEVKKNARKAPQPEVRRYVLPLNIDKADTGKNLVTLPNTTATAILCSDETIWLEPEVLFSGPRQAFEFPQINYQKYGGKPYTYAYGLGLNHFVPDRLCKLNVKTKETWVWQEPDSYPSEPIFVSHPDALEEDDGVVLSVVVSPGAGQKPA.... The pIC50 is 6.0. (4) The target protein (P09681) has sequence MVATKTFALLLLSLFLAVGLGEKKEGHFSALPSLPVGSHAKVSSPQPRGPRYAEGTFISDYSIAMDKIHQQDFVNWLLAQKGKKNDWKHNITQREARALELASQANRKEEEAVEPQSSPAKNPSDEDLLRDLLIQELLACLLDQTNLCRLRSR. The small molecule is COc1ccc2nc(N(Cc3ccc(C(=O)Nc4nnn[nH]4)cc3)[C@H]3CC[C@H](C(C)(C)C)CC3)n(C)c2c1. The pIC50 is 6.0. (5) The compound is O=c1cc(-c2ccc(F)cc2)c2ccc(COc3cc(F)cc([C@]4(O)C[C@H]5CO[C@@H](C4)O5)c3)cc2o1. The target protein (P09917) has sequence MPSYTVTVATGSQWFAGTDDYIYLSLVGSAGCSEKHLLDKPFYNDFERGAVDSYDVTVDEELGEIQLVRIEKRKYWLNDDWYLKYITLKTPHGDYIEFPCYRWITGDVEVVLRDGRAKLARDDQIHILKQHRRKELETRQKQYRWMEWNPGFPLSIDAKCHKDLPRDIQFDSEKGVDFVLNYSKAMENLFINRFMHMFQSSWNDFADFEKIFVKISNTISERVMNHWQEDLMFGYQFLNGCNPVLIRRCTELPEKLPVTTEMVECSLERQLSLEQEVQQGNIFIVDFELLDGIDANKTDPCTLQFLAAPICLLYKNLANKIVPIAIQLNQIPGDENPIFLPSDAKYDWLLAKIWVRSSDFHVHQTITHLLRTHLVSEVFGIAMYRQLPAVHPIFKLLVAHVRFTIAINTKAREQLICECGLFDKANATGGGGHVQMVQRAMKDLTYASLCFPEAIKARGMESKEDIPYYFYRDDGLLVWEAIRTFTAEVVDIYYEGDQVV.... The pIC50 is 5.8. (6) The compound is O=C(O)[C@H](O)[C@H]1CCCN1. The target protein (Q61327) has sequence MSKSKCSVGPMSSVVAPAKEPNAVGPREVELILVKEQNGVQLTNSTLINPPQTPVEVQERETWSKKIDFLLSVIGFAVDLANVWRFPYLCYKNGGGAFLVPYLLFMVIAGMPLFYMELALGQFNREGAAGVWKICPVLKGVGFTVILISFYVGFFYNVIIAWALHYFFSSFTMDLPWIHCNNTWNSPNCSDAHSSNSSDGLGLNDTFGTTPAAEYFERGVLHLHQSRGIDDLGPPRWQLTACLVLVIVLLYFSLWKGVKTSGKVVWITATMPYVVLTALLLRGVTLPGAMDGIRAYLSVDFYRLCEASVWIDAATQVCFSLGVGFGVLIAFSSYNKFTNNCYRDAIITTSINSLTSFSSGFVVFSFLGYMAQKHNVPIRDVATDGPGLIFIIYPEAIATLPLSSAWAAVFFLMLLTLGIDSAMGGMESVITGLVDEFQLLHRHRELFTLGIVLATFLLSLFCVTNGGIYVFTLLDHFAAGTSILFGVLIEAIGVAWFYGV.... The pIC50 is 4.4. (7) The compound is Cc1ccccc1S(=O)(=O)Nc1ccccc1SSc1ccccc1NS(=O)(=O)c1ccccc1C. The target protein sequence is MLRGSAGAWAVLGPLLWGCGLSLLQGGMLYPRESRSRERKELDGLWSFRADFSDNRRQGFEQQWYRAPLRESGPTLDMPVPSSFNDVGQDGQLRSFVGWVWYEREITLPQRWTEDLGTRVVLRIGSAHYYAIVWVNGVHVLEHEGGHLPFEADISKLVQSGPLSSCRITIAINNTLSPHTLPPGTILYKTDPSMYPKGYFVQNTKFDFFNYAGLHRSVLLYTTPTTYIDDITVTTDMDQDIGLVNYQIIVQGSDHFQVDVSLLDEEGKVMAKGAGAEGQLQVPSAHLWWPYLMHEHPAYLYSLEVKLTAQTAVGPVSDFYTLPVGIRTVAVTKSQFLINGKPFYFRGVNKHEDADIRGKGFDWPLLVKDFNLLRWLGANAFRTSHYPYSEEVLQLCDRYGIVVIDESPGVGIVLVESFSNVSLQHHLEVMEEMIRRDKNHPAVVMWSLANEPASFLKPAGYYFKTLIAHTKALDPSRPVTFVTNTNYEADLGAPYVDIIC.... The pIC50 is 4.5.